Dataset: Forward reaction prediction with 1.9M reactions from USPTO patents (1976-2016). Task: Predict the product of the given reaction. (1) Given the reactants C([O:3][C:4]([C:6]1([NH:15][C:16]([C:18]2[C:26]3[O:25][CH2:24][CH2:23][C:22]=3[CH:21]=[CH:20][CH:19]=2)=[O:17])[CH2:14][C:13]2[C:8](=[CH:9][CH:10]=[CH:11][CH:12]=2)[CH2:7]1)=[O:5])C.[OH-].[K+].O, predict the reaction product. The product is: [O:25]1[C:26]2[C:18]([C:16]([NH:15][C:6]3([C:4]([OH:5])=[O:3])[CH2:14][C:13]4[C:8](=[CH:9][CH:10]=[CH:11][CH:12]=4)[CH2:7]3)=[O:17])=[CH:19][CH:20]=[CH:21][C:22]=2[CH2:23][CH2:24]1. (2) Given the reactants [Cl:1][C:2]1[CH:3]=[CH:4][C:5]([CH:12]=[CH2:13])=[C:6]([NH:8][C:9](=[O:11])[CH3:10])[CH:7]=1.Br[CH2:15][C:16]1[C:17](Cl)=[N:18][C:19]([Cl:23])=[C:20]([F:22])[CH:21]=1.C(N1C2C=CC=CC=2C=CC2N=C(Cl)C(F)=CC=2C1)(=O)C, predict the reaction product. The product is: [C:9]([N:8]1[C:6]2[CH:7]=[C:2]([Cl:1])[CH:3]=[CH:4][C:5]=2[CH:12]=[CH:13][C:17]2[N:18]=[C:19]([Cl:23])[C:20]([F:22])=[CH:21][C:16]=2[CH2:15]1)(=[O:11])[CH3:10].